This data is from Forward reaction prediction with 1.9M reactions from USPTO patents (1976-2016). The task is: Predict the product of the given reaction. (1) Given the reactants [N:1]1([C:7]([C:9]2[S:10][CH:11]=[CH:12][CH:13]=2)=[O:8])[CH2:6][CH2:5][NH:4][CH2:3][CH2:2]1.C1([NH:20][C:21]([C:23]2[C:24](=[O:36])[N:25]([CH3:35])[C:26]3[C:31]([C:32]=2O)=[CH:30][C:29]([CH3:34])=[CH:28][CH:27]=3)=O)CCCCC1, predict the reaction product. The product is: [CH2:35]([N:25]1[C:26]2[C:31](=[CH:30][C:29]([CH3:34])=[CH:28][CH:27]=2)[C:32]([N:4]2[CH2:5][CH2:6][N:1]([C:7]([C:9]3[S:10][CH:11]=[CH:12][CH:13]=3)=[O:8])[CH2:2][CH2:3]2)=[C:23]([C:21]#[N:20])[C:24]1=[O:36])[C:26]1[CH:31]=[CH:30][CH:29]=[CH:28][CH:27]=1. (2) The product is: [CH2:1]([NH:3][CH2:27][C:24]1[N:25]=[CH:26][C:21]([C:18]2[CH:19]=[CH:20][C:15]([C@H:11]3[O:10][C:9]([CH3:34])([CH3:33])[N:8]([C:6](=[O:7])[CH:5]([F:35])[F:4])[C@@H:12]3[CH2:13][F:14])=[CH:16][CH:17]=2)=[CH:22][CH:23]=1)[CH3:2]. Given the reactants [CH2:1]([NH2:3])[CH3:2].[F:4][CH:5]([F:35])[C:6]([N:8]1[C@H:12]([CH2:13][F:14])[C@@H:11]([C:15]2[CH:20]=[CH:19][C:18]([C:21]3[CH:22]=[CH:23][C:24]([CH2:27]OS(C)(=O)=O)=[N:25][CH:26]=3)=[CH:17][CH:16]=2)[O:10][C:9]1([CH3:34])[CH3:33])=[O:7], predict the reaction product. (3) Given the reactants [CH2:1]([O:3][C:4](=[O:13])[CH2:5][CH2:6][NH:7][CH:8]1[CH2:12][CH2:11][CH2:10][CH2:9]1)[CH3:2].I[CH2:15][CH3:16].C[Si]([N-][Si](C)(C)C)(C)C.[Li+], predict the reaction product. The product is: [CH2:1]([O:3][C:4](=[O:13])[CH:5]([CH2:6][NH:7][CH:8]1[CH2:12][CH2:11][CH2:10][CH2:9]1)[CH2:15][CH3:16])[CH3:2]. (4) Given the reactants [CH3:1][O:2][C:3]1[N:8]=[C:7]([CH:9]=[N:10][S@@:11]([C:13]([CH3:16])([CH3:15])[CH3:14])=[O:12])[CH:6]=[CH:5][CH:4]=1.[CH3:17][Mg]Br.[NH4+].[Cl-], predict the reaction product. The product is: [CH3:1][O:2][C:3]1[N:8]=[C:7]([CH:9]([NH:10][S@@:11]([C:13]([CH3:16])([CH3:15])[CH3:14])=[O:12])[CH3:17])[CH:6]=[CH:5][CH:4]=1. (5) Given the reactants [N:1]1[C:5]2[CH2:6][CH2:7][CH:8]([C:10]([OH:12])=O)[CH2:9][C:4]=2[NH:3][CH:2]=1.[Cl:13][C:14]1[CH:19]=[CH:18][C:17]([CH2:20][CH2:21][CH2:22][NH:23][CH3:24])=[CH:16][CH:15]=1, predict the reaction product. The product is: [ClH:13].[Cl:13][C:14]1[CH:15]=[CH:16][C:17]([CH2:20][CH2:21][CH2:22][N:23]([CH3:24])[C:10]([CH:8]2[CH2:7][CH2:6][C:5]3[NH:1][CH:2]=[N:3][C:4]=3[CH2:9]2)=[O:12])=[CH:18][CH:19]=1. (6) Given the reactants C([Li])CCC.Br[C:7]1[CH:12]=[CH:11][CH:10]=[C:9]([CH3:13])[N:8]=1.[CH2:14]([C:16]1[O:20][C:19]([CH:21]=[O:22])=[CH:18][CH:17]=1)[CH3:15], predict the reaction product. The product is: [CH2:14]([C:16]1[O:20][C:19]([CH:21]([C:7]2[CH:12]=[CH:11][CH:10]=[C:9]([CH3:13])[N:8]=2)[OH:22])=[CH:18][CH:17]=1)[CH3:15]. (7) The product is: [NH2:1][C:2]1[N:3]=[C:5]([NH:4][C:7]2[CH:8]=[CH:9][C:10]([N:13]3[CH2:14][CH2:15][N:16]([CH2:19][CH:20]4[CH2:22][CH2:21]4)[CH2:17][CH2:18]3)=[CH:11][CH:12]=2)[S:6][C:24]=1[C:25]([C:27]1[CH:32]=[CH:31][CH:30]=[C:29]([O:33][CH:34]([F:35])[F:36])[CH:28]=1)=[O:26]. Given the reactants [N:1]#[C:2][NH2:3].[N:4]([C:7]1[CH:12]=[CH:11][C:10]([N:13]2[CH2:18][CH2:17][N:16]([CH2:19][CH:20]3[CH2:22][CH2:21]3)[CH2:15][CH2:14]2)=[CH:9][CH:8]=1)=[C:5]=[S:6].Br[CH2:24][C:25]([C:27]1[CH:32]=[CH:31][CH:30]=[C:29]([O:33][CH:34]([F:36])[F:35])[CH:28]=1)=[O:26], predict the reaction product.